From a dataset of Reaction yield outcomes from USPTO patents with 853,638 reactions. Predict the reaction yield, written as a fraction of the theoretical maximum amount of product (1.0 means a 100% yield; for example, 0.34 means a 34% yield). (1) The reactants are [Br:1][C:2]1[CH:3]=[N:4][CH:5]=[C:6]([CH:10]=1)[C:7]([OH:9])=O.[CH2:11]([NH2:18])[C:12]1[CH:17]=[CH:16][CH:15]=[CH:14][CH:13]=1. No catalyst specified. The product is [Br:1][C:2]1[CH:10]=[C:6]([C:7]([NH:18][CH2:11][C:12]2[CH:17]=[CH:16][CH:15]=[CH:14][CH:13]=2)=[O:9])[CH:5]=[N:4][CH:3]=1. The yield is 0.900. (2) The reactants are [Cl:1][C:2]1[C:7]([NH:8][C:9](=[O:17])[CH2:10][C:11]2[CH:16]=[CH:15][CH:14]=[CH:13][CH:12]=2)=[CH:6][N:5]=[C:4]([C:18]2[CH:23]=[CH:22][CH:21]=[CH:20][CH:19]=2)[N:3]=1.[CH2:24]([NH2:31])[C:25]1[CH:30]=[CH:29][CH:28]=[CH:27][CH:26]=1.C(N(CC)CC)C. The catalyst is C(O)(C)C. The product is [ClH:1].[CH2:24]([NH:31][C:2]1[C:7]([NH:8][C:9](=[O:17])[CH2:10][C:11]2[CH:16]=[CH:15][CH:14]=[CH:13][CH:12]=2)=[CH:6][N:5]=[C:4]([C:18]2[CH:23]=[CH:22][CH:21]=[CH:20][CH:19]=2)[N:3]=1)[C:25]1[CH:30]=[CH:29][CH:28]=[CH:27][CH:26]=1. The yield is 0.558. (3) The reactants are [CH2:1]([O:8][C:9]([NH:11][CH:12]([CH2:16][CH:17]([CH3:19])[CH3:18])[C:13]([OH:15])=O)=[O:10])[C:2]1[CH:7]=[CH:6][CH:5]=[CH:4][CH:3]=1.[NH2:20][C:21]1[CH:22]=[CH:23][C:24]([OH:31])=[C:25]([CH:30]=1)[C:26]([O:28][CH3:29])=[O:27].CCN(CC)CC.CN(C(ON1N=NC2C=CC=NC1=2)=[N+](C)C)C.F[P-](F)(F)(F)(F)F. The catalyst is CC#N. The product is [CH2:1]([O:8][C:9]([NH:11][CH:12]([CH2:16][CH:17]([CH3:19])[CH3:18])[C:13]([NH:20][C:21]1[CH:22]=[CH:23][C:24]([OH:31])=[C:25]([CH:30]=1)[C:26]([O:28][CH3:29])=[O:27])=[O:15])=[O:10])[C:2]1[CH:3]=[CH:4][CH:5]=[CH:6][CH:7]=1. The yield is 0.518. (4) The reactants are [CH3:1][O:2][C:3]1[CH:8]=[CH:7][C:6]([O:9][CH3:10])=[CH:5][C:4]=1[C:11]1[CH:16]=[CH:15][C:14]([C:17]([O:19]C)=[O:18])=[CH:13][C:12]=1[CH3:21].[OH-].[Na+]. The catalyst is CCO.O. The product is [CH3:1][O:2][C:3]1[CH:8]=[CH:7][C:6]([O:9][CH3:10])=[CH:5][C:4]=1[C:11]1[CH:16]=[CH:15][C:14]([C:17]([OH:19])=[O:18])=[CH:13][C:12]=1[CH3:21]. The yield is 0.800.